This data is from Catalyst prediction with 721,799 reactions and 888 catalyst types from USPTO. The task is: Predict which catalyst facilitates the given reaction. (1) Reactant: [S:1]1[CH:5]=[CH:4][CH:3]=[C:2]1[C:6]1([C:11]2[N:15]3[CH2:16][CH2:17][NH:18][CH2:19][CH2:20][C:14]3=[N:13][N:12]=2)[CH2:10][CH2:9][CH2:8][CH2:7]1.N1C=CC=CC=1.[C:27](OC(=O)C)(=[O:29])[CH3:28]. Product: [C:27]([N:18]1[CH2:19][CH2:20][C:14]2=[N:13][N:12]=[C:11]([C:6]3([C:2]4[S:1][CH:5]=[CH:4][CH:3]=4)[CH2:7][CH2:8][CH2:9][CH2:10]3)[N:15]2[CH2:16][CH2:17]1)(=[O:29])[CH3:28]. The catalyst class is: 4. (2) Reactant: [CH3:1][N:2]1[C:6]([NH:7][C:8]([O:10][C@@H:11]([C:13]2[CH:18]=[CH:17][CH:16]=[CH:15][CH:14]=2)[CH3:12])=[O:9])=[C:5]([C:19]2[CH:24]=[CH:23][C:22]([C:25]3[CH:30]=[CH:29][C:28]([CH2:31][C:32]([O:34]C)=[O:33])=[CH:27][CH:26]=3)=[CH:21][CH:20]=2)[N:4]=[CH:3]1.O.[OH-].[Li+]. Product: [CH3:1][N:2]1[C:6]([NH:7][C:8]([O:10][C@@H:11]([C:13]2[CH:14]=[CH:15][CH:16]=[CH:17][CH:18]=2)[CH3:12])=[O:9])=[C:5]([C:19]2[CH:24]=[CH:23][C:22]([C:25]3[CH:26]=[CH:27][C:28]([CH2:31][C:32]([OH:34])=[O:33])=[CH:29][CH:30]=3)=[CH:21][CH:20]=2)[N:4]=[CH:3]1. The catalyst class is: 242.